This data is from Catalyst prediction with 721,799 reactions and 888 catalyst types from USPTO. The task is: Predict which catalyst facilitates the given reaction. (1) Reactant: [CH3:1][O:2][CH:3]([O:9][CH3:10])[CH2:4][C:5]1([OH:8])[CH2:7][CH2:6]1.[CH3:11][S:12](Cl)(=[O:14])=[O:13]. Product: [S:12]([O:8][C:5]1([CH2:4][CH:3]([O:9][CH3:10])[O:2][CH3:1])[CH2:7][CH2:6]1)(=[O:14])(=[O:13])[CH3:11]. The catalyst class is: 2. (2) Reactant: [NH2:1][C:2]1[CH:3]=[C:4]([NH:9][C:10]([C:12]2[C:21](=[O:22])[C:20]3[C:15](=[CH:16][CH:17]=[CH:18][CH:19]=3)[NH:14][CH:13]=2)=[O:11])[CH:5]=[CH:6][C:7]=1[CH3:8].CCN(C(C)C)C(C)C.[C:32](Cl)(=[O:34])[CH3:33].N1CCCCC1. Product: [C:32]([NH:1][C:2]1[CH:3]=[C:4]([NH:9][C:10]([C:12]2[C:21](=[O:22])[C:20]3[C:15](=[CH:16][CH:17]=[CH:18][CH:19]=3)[NH:14][CH:13]=2)=[O:11])[CH:5]=[CH:6][C:7]=1[CH3:8])(=[O:34])[CH3:33]. The catalyst class is: 76. (3) Reactant: [N+:1]([C:4]1[CH:38]=[CH:37][C:7]([O:8][C:9]2[CH:10]=[C:11]([N:15]([CH2:23][C:24]3[CH:29]=[CH:28][CH:27]=[C:26]([O:30][C:31]([F:36])([F:35])[CH:32]([F:34])[F:33])[CH:25]=3)[CH2:16][CH:17]([OH:22])[C:18]([F:21])([F:20])[F:19])[CH:12]=[CH:13][CH:14]=2)=[CH:6][CH:5]=1)([O-])=O.[H][H]. Product: [NH2:1][C:4]1[CH:5]=[CH:6][C:7]([O:8][C:9]2[CH:10]=[C:11]([N:15]([CH2:23][C:24]3[CH:29]=[CH:28][CH:27]=[C:26]([O:30][C:31]([F:35])([F:36])[CH:32]([F:33])[F:34])[CH:25]=3)[CH2:16][CH:17]([OH:22])[C:18]([F:21])([F:20])[F:19])[CH:12]=[CH:13][CH:14]=2)=[CH:37][CH:38]=1.[F:19][C:18]([F:21])([F:20])[CH:17]([OH:22])[CH3:16]. The catalyst class is: 29. (4) Reactant: [F:1][C:2]1([C:12](OCC)=[O:13])[CH2:11][CH2:10][C:5]2([O:9][CH2:8][CH2:7][O:6]2)[CH2:4][CH2:3]1.[Li+].[BH4-].CO.C([O-])(O)=O.[Na+]. Product: [F:1][C:2]1([CH2:12][OH:13])[CH2:11][CH2:10][C:5]2([O:6][CH2:7][CH2:8][O:9]2)[CH2:4][CH2:3]1. The catalyst class is: 1. (5) Reactant: [CH3:1][CH:2]([CH3:25])[CH:3]([NH:8][C:9]([C:11]1[S:12][C:13]([C:16]2[CH:21]=[CH:20][C:19]([N+:22]([O-])=O)=[CH:18][CH:17]=2)=[CH:14][N:15]=1)=[O:10])[C:4]([O:6][CH3:7])=[O:5].Cl[C:27]1[S:28][C:29]2[CH:35]=[C:34]([F:36])[CH:33]=[CH:32][C:30]=2[N:31]=1.Cl.[CH3:38]CO. Product: [F:36][C:34]1[CH:33]=[CH:32][C:30]2[N:31]=[C:27]([NH:22][C:19]3[CH:20]=[CH:21][C:16]([C:13]4[S:12][C:11]([C:9]([NH:8][CH:3]([CH:2]([CH3:25])[CH3:1])[C:4]([O:6][CH2:7][CH3:38])=[O:5])=[O:10])=[N:15][CH:14]=4)=[CH:17][CH:18]=3)[S:28][C:29]=2[CH:35]=1. The catalyst class is: 12. (6) Reactant: [NH2:1][C:2]1[CH:3]=[N:4][CH:5]=[CH:6][C:7]=1[C@@H:8]1[CH2:13][C@H:12]([CH3:14])[CH2:11][C@H:10]([NH:15][C:16](=[O:22])[O:17][C:18]([CH3:21])([CH3:20])[CH3:19])[CH2:9]1.[C:23](N1C=CN=C1)(N1C=CN=C1)=[S:24]. Product: [N:1]([C:2]1[CH:3]=[N:4][CH:5]=[CH:6][C:7]=1[C@@H:8]1[CH2:13][C@H:12]([CH3:14])[CH2:11][C@H:10]([NH:15][C:16](=[O:22])[O:17][C:18]([CH3:21])([CH3:20])[CH3:19])[CH2:9]1)=[C:23]=[S:24]. The catalyst class is: 7. (7) Reactant: [CH:1]1[C:10]2[C:5](=[CH:6][CH:7]=[CH:8][CH:9]=2)[CH:4]=[C:3]([NH:11][C:12](=[O:20])OC2C=CC=CC=2)[N:2]=1.[CH3:21][CH:22]1[CH2:27][CH2:26][N:25]([C:28]2[C:33]([CH2:34][NH2:35])=[CH:32][CH:31]=[C:30]([C:36]([F:39])([F:38])[F:37])[N:29]=2)[CH2:24][CH2:23]1.C(N(CC)CC)C. Product: [CH:1]1[C:10]2[C:5](=[CH:6][CH:7]=[CH:8][CH:9]=2)[CH:4]=[C:3]([NH:11][C:12]([NH:35][CH2:34][C:33]2[C:28]([N:25]3[CH2:26][CH2:27][CH:22]([CH3:21])[CH2:23][CH2:24]3)=[N:29][C:30]([C:36]([F:39])([F:37])[F:38])=[CH:31][CH:32]=2)=[O:20])[N:2]=1. The catalyst class is: 58. (8) Reactant: [C:1]([O:4][CH2:5][CH2:6][CH2:7][CH2:8][CH2:9][CH2:10][O:11][C:12]1[CH:17]=[CH:16][C:15]([CH:18]=[O:19])=[CH:14][C:13]=1[O:20][CH3:21])(=[O:3])[CH3:2].[N+:22]([O-])([OH:24])=[O:23]. Product: [C:1]([O:4][CH2:5][CH2:6][CH2:7][CH2:8][CH2:9][CH2:10][O:11][C:12]1[CH:17]=[C:16]([N+:22]([O-:24])=[O:23])[C:15]([CH:18]=[O:19])=[CH:14][C:13]=1[O:20][CH3:21])(=[O:3])[CH3:2]. The catalyst class is: 15. (9) Reactant: [NH:1]1[C:11]2[C:6](=[CH:7][CH:8]=[CH:9][CH:10]=2)[C:4](=[O:5])[C:2]1=[O:3].[F:12][C:13]([F:17])([F:16])[CH2:14]I. Product: [F:12][C:13]([F:17])([F:16])[CH2:14][N:1]1[C:11]2[C:6](=[CH:7][CH:8]=[CH:9][CH:10]=2)[C:4](=[O:5])[C:2]1=[O:3]. The catalyst class is: 6.